Dataset: Forward reaction prediction with 1.9M reactions from USPTO patents (1976-2016). Task: Predict the product of the given reaction. (1) Given the reactants [CH2:1]([O:3][C:4](=[O:27])[C:5]([C:8]1[CH:13]=[CH:12][C:11]([C:14]2[CH:19]=[CH:18][C:17]([C:20]3[O:24][N:23]=[C:22]([CH3:25])[C:21]=3[NH2:26])=[CH:16][CH:15]=2)=[CH:10][CH:9]=1)([CH3:7])[CH3:6])[CH3:2].Br[C:29]1[CH:34]=[CH:33][CH:32]=[C:31]([C:35]2[CH:40]=[CH:39][CH:38]=[CH:37][CH:36]=2)[N:30]=1, predict the reaction product. The product is: [CH2:1]([O:3][C:4](=[O:27])[C:5]([CH3:7])([C:8]1[CH:13]=[CH:12][C:11]([C:14]2[CH:19]=[CH:18][C:17]([C:20]3[O:24][N:23]=[C:22]([CH3:25])[C:21]=3[NH:26][C:29]3[CH:34]=[CH:33][CH:32]=[C:31]([C:35]4[CH:36]=[CH:37][CH:38]=[CH:39][CH:40]=4)[N:30]=3)=[CH:16][CH:15]=2)=[CH:10][CH:9]=1)[CH3:6])[CH3:2]. (2) Given the reactants CN(C(O[N:9]1N=N[C:11]2C=CC=N[C:10]1=2)=[N+](C)C)C.F[P-](F)(F)(F)(F)F.[NH2:25][C:26]1[C:34]([Br:35])=[C:33]([F:36])[CH:32]=[CH:31][C:27]=1[C:28]([OH:30])=O.C(N)C, predict the reaction product. The product is: [NH2:25][C:26]1[C:34]([Br:35])=[C:33]([F:36])[CH:32]=[CH:31][C:27]=1[C:28]([NH:9][CH2:10][CH3:11])=[O:30]. (3) Given the reactants S([O-])([O-])(=O)=O.[Na+].[Na+].S(O)(O)(=O)=O.[NH2:13][C@H:14]([C:19]([OH:21])=[O:20])[C:15]([CH3:18])([CH3:17])[CH3:16].[OH-].[Ba+2].[OH-].S([O-])([O-])(=O)=O.[Ba+2], predict the reaction product. The product is: [NH2:13][C@H:14]([C:19]([OH:21])=[O:20])[C:15]([CH3:18])([CH3:17])[CH3:16]. (4) Given the reactants [F:1][C:2]1[C:10]([N+:11]([O-:13])=[O:12])=[CH:9][CH:8]=[C:7]2[C:3]=1[C:4]1([CH2:17][CH2:16][CH2:15]1)[C:5](=[O:14])[NH:6]2.[H-].[Na+].[CH3:20]I.[Cl-].[NH4+], predict the reaction product. The product is: [F:1][C:2]1[C:10]([N+:11]([O-:13])=[O:12])=[CH:9][CH:8]=[C:7]2[C:3]=1[C:4]1([CH2:17][CH2:16][CH2:15]1)[C:5](=[O:14])[N:6]2[CH3:20]. (5) The product is: [Br:1][C:2]1[CH:7]=[C:6]([O:8][C@@H:9]2[CH2:14][CH2:13][N:12]([C:15]3[C:20]([Cl:21])=[CH:19][N:18]=[C:17]([O:22][CH3:23])[CH:16]=3)[CH2:11][C@H:10]2[CH3:24])[CH:5]=[CH:4][C:3]=1[N:25]1[C@@H:29]([CH2:30][C:31]([OH:33])=[O:32])[C@H:28]([CH3:35])[C:27]([C:36]([F:37])([F:39])[F:38])=[N:26]1. Given the reactants [Br:1][C:2]1[CH:7]=[C:6]([O:8][C@@H:9]2[CH2:14][CH2:13][N:12]([C:15]3[C:20]([Cl:21])=[CH:19][N:18]=[C:17]([O:22][CH3:23])[CH:16]=3)[CH2:11][C@H:10]2[CH3:24])[CH:5]=[CH:4][C:3]=1[N:25]1[C@@H:29]([CH2:30][C:31]([O:33]C)=[O:32])[C@H:28]([CH3:35])[C:27]([C:36]([F:39])([F:38])[F:37])=[N:26]1.[OH-].[Li+], predict the reaction product. (6) Given the reactants C[O:2][C:3](=[O:23])[C:4]([CH3:22])([N:6]1[CH2:11][CH2:10][N:9]([C:12]2[CH:17]=[CH:16][C:15]([C:18]([F:21])([F:20])[F:19])=[CH:14][N:13]=2)[CH2:8][CH2:7]1)[CH3:5].[OH-].[K+], predict the reaction product. The product is: [CH3:22][C:4]([N:6]1[CH2:7][CH2:8][N:9]([C:12]2[CH:17]=[CH:16][C:15]([C:18]([F:20])([F:21])[F:19])=[CH:14][N:13]=2)[CH2:10][CH2:11]1)([CH3:5])[C:3]([OH:23])=[O:2]. (7) Given the reactants [F:1][C:2]1[CH:3]=[C:4]([CH2:9][C@@H:10]([C:29]2[C:34]([C:35]3[CH:36]=[CH:37][C:38]([F:44])=[C:39]([CH:43]=3)[C:40]([NH2:42])=[O:41])=[CH:33][CH:32]=[CH:31][N:30]=2)[NH:11][C:12](=[O:28])[CH2:13][N:14]2[C:22]3[CH2:21][CH2:20][C:19](=[O:23])[CH2:18][C:17]=3[C:16]([C:24]([F:27])([F:26])[F:25])=[N:15]2)[CH:5]=[C:6]([F:8])[CH:7]=1.[BH4-].[Na+].C(OCC)(=O)C, predict the reaction product. The product is: [F:8][C:6]1[CH:5]=[C:4]([CH2:9][C@@H:10]([C:29]2[C:34]([C:35]3[CH:36]=[CH:37][C:38]([F:44])=[C:39]([CH:43]=3)[C:40]([NH2:42])=[O:41])=[CH:33][CH:32]=[CH:31][N:30]=2)[NH:11][C:12](=[O:28])[CH2:13][N:14]2[C:22]3[CH2:21][CH2:20][CH:19]([OH:23])[CH2:18][C:17]=3[C:16]([C:24]([F:27])([F:25])[F:26])=[N:15]2)[CH:3]=[C:2]([F:1])[CH:7]=1.